From a dataset of Full USPTO retrosynthesis dataset with 1.9M reactions from patents (1976-2016). Predict the reactants needed to synthesize the given product. (1) Given the product [O:63]1[C:64]2[CH:65]=[CH:66][C:58]([CH2:57][NH:67][C:12]([C:11]3[CH:10]=[N:9][N:8]4[C@H:3]([CH:2]([F:23])[F:1])[CH2:4][C@H:5]([C:15]5[CH:16]=[CH:17][C:18]([CH2:21][CH3:22])=[CH:19][CH:20]=5)[NH:6][C:7]=34)=[O:14])=[CH:59][C:60]=2[O:61][CH2:62]1, predict the reactants needed to synthesize it. The reactants are: [F:1][CH:2]([F:23])[C@H:3]1[N:8]2[N:9]=[CH:10][C:11]([C:12]([OH:14])=O)=[C:7]2[NH:6][C@@H:5]([C:15]2[CH:20]=[CH:19][C:18]([CH2:21][CH3:22])=[CH:17][CH:16]=2)[CH2:4]1.CN(C(ON1N=NC2C=CC=NC1=2)=[N+](C)C)C.F[P-](F)(F)(F)(F)F.C(N(CC)C(C)C)(C)C.[CH2:57]([NH2:67])[C:58]1[CH:66]=[CH:65][C:64]2[O:63][CH2:62][O:61][C:60]=2[CH:59]=1. (2) Given the product [Br:1][C:2]1[CH:11]=[CH:10][C:9]([C:7]([OH:6])=[O:8])=[C:4]([CH2:5][O:19][C:16]2[CH:17]=[CH:18][C:13]([F:12])=[CH:14][CH:15]=2)[CH:3]=1, predict the reactants needed to synthesize it. The reactants are: [Br:1][C:2]1[CH:3]=[C:4]2[C:9](=[CH:10][CH:11]=1)[C:7](=[O:8])[O:6][CH2:5]2.[F:12][C:13]1[CH:18]=[CH:17][C:16]([OH:19])=[CH:15][CH:14]=1.CO.C[O-].[Na+].Cl.